Predict the product of the given reaction. From a dataset of Forward reaction prediction with 1.9M reactions from USPTO patents (1976-2016). (1) The product is: [NH:25]([C:2]1[CH:7]=[CH:6][C:5]2[C:8]3([CH2:23][O:24][C:4]=2[CH:3]=1)[C:16]1[C:11](=[CH:12][CH:13]=[CH:14][CH:15]=1)[N:10]([CH2:17][CH2:18][CH2:19][CH2:20][CH3:21])[CH2:9]3)[C:26]1[CH:31]=[CH:30][CH:29]=[CH:28][CH:27]=1. Given the reactants Br[C:2]1[CH:7]=[CH:6][C:5]2[C:8]3([CH2:23][O:24][C:4]=2[CH:3]=1)[C:16]1[C:11](=[CH:12][CH:13]=[CH:14][CH:15]=1)[N:10]([CH2:17][CH2:18][CH2:19][CH2:20][CH3:21])[C:9]3=O.[NH2:25][C:26]1[CH:31]=[CH:30][CH:29]=[CH:28][CH:27]=1.CC1(C)C2C(=C(P(C3C=CC=CC=3)C3C=CC=CC=3)C=CC=2)OC2C(P(C3C=CC=CC=3)C3C=CC=CC=3)=CC=CC1=2, predict the reaction product. (2) The product is: [C:1]1([CH:7]=[CH:8][C:9]2[CH:10]=[CH:11][CH:12]=[CH:13][CH:14]=2)[CH:6]=[CH:5][CH:4]=[CH:3][CH:2]=1. Given the reactants [C:1]1(/[CH:7]=[CH:8]/[C:9]2[CH:14]=[CH:13][CH:12]=[CH:11][CH:10]=2)[CH:6]=[CH:5][CH:4]=[CH:3][CH:2]=1, predict the reaction product. (3) Given the reactants [Cl:1][C:2]1[CH:3]=[C:4]2[C:10]([C:11]#[N:12])=[N:9][N:8]([CH2:13][C:14]([O:16][C:17]([CH3:20])([CH3:19])[CH3:18])=[O:15])[C:5]2=[CH:6][N:7]=1.C(=N[OH:24])C.C1C=CC(P(C2C=CC=CC=2)C2C=CC=CC=2)=CC=1.O.CCO, predict the reaction product. The product is: [C:11]([C:10]1[C:4]2[C:5](=[CH:6][N:7]=[C:2]([Cl:1])[CH:3]=2)[N:8]([CH2:13][C:14]([O:16][C:17]([CH3:20])([CH3:19])[CH3:18])=[O:15])[N:9]=1)(=[O:24])[NH2:12]. (4) Given the reactants [CH3:1][O:2][C:3](=[O:32])[CH2:4][O:5][C:6]1[CH:15]=[CH:14][C:13]([Cl:16])=[C:12]2[C:7]=1[C:8]([CH3:31])=[C:9]([CH2:18][C:19]1[CH:24]=[CH:23][C:22]([C:25](=[O:30])[C:26]([CH3:29])([CH3:28])[CH3:27])=[CH:21][CH:20]=1)[C:10](=[O:17])[NH:11]2.Cl[CH:34]([F:36])[F:35], predict the reaction product. The product is: [CH3:1][O:2][C:3](=[O:32])[CH2:4][O:5][C:6]1[CH:15]=[CH:14][C:13]([Cl:16])=[C:12]2[C:7]=1[C:8]([CH3:31])=[C:9]([CH2:18][C:19]1[CH:20]=[CH:21][C:22]([C:25](=[O:30])[C:26]([CH3:28])([CH3:27])[CH3:29])=[CH:23][CH:24]=1)[C:10]([O:17][CH:34]([F:36])[F:35])=[N:11]2. (5) Given the reactants [O:1]=[C:2]1[CH2:6][CH2:5][CH:4]([CH2:7][C:8]2[N:13]=[C:12]([NH:14][C:15](=[O:21])[O:16][C:17]([CH3:20])([CH3:19])[CH3:18])[CH:11]=[CH:10][CH:9]=2)[CH2:3]1.[BH4-].[Na+], predict the reaction product. The product is: [OH:1][CH:2]1[CH2:6][CH2:5][CH:4]([CH2:7][C:8]2[N:13]=[C:12]([NH:14][C:15](=[O:21])[O:16][C:17]([CH3:19])([CH3:18])[CH3:20])[CH:11]=[CH:10][CH:9]=2)[CH2:3]1. (6) Given the reactants N[C:2]1[C:3]([Cl:8])=[N:4][CH:5]=[CH:6][CH:7]=1.[F:9][C:10]([F:14])([F:13])[CH2:11][OH:12].FC(F)(F)C(O)=O.S([O-])([O-])(=O)=O.[Mg+2].N(OC(C)(C)C)=O.C(=O)(O)[O-].[Na+], predict the reaction product. The product is: [Cl:8][C:3]1[C:2]([O:12][CH2:11][C:10]([F:14])([F:13])[F:9])=[CH:7][CH:6]=[CH:5][N:4]=1.